The task is: Predict the product of the given reaction.. This data is from Forward reaction prediction with 1.9M reactions from USPTO patents (1976-2016). (1) The product is: [F:25][C:23]([F:24])([F:26])[CH2:22][N:7]1[C:6]([CH2:4][OH:3])=[CH:10][C:9]([C:11]2[CH:12]=[CH:13][C:14]([O:17][C:18]([F:19])([F:20])[F:21])=[CH:15][CH:16]=2)=[N:8]1. Given the reactants C([O:3][C:4]([C:6]1[N:7]([CH2:22][C:23]([F:26])([F:25])[F:24])[N:8]=[C:9]([C:11]2[CH:16]=[CH:15][C:14]([O:17][C:18]([F:21])([F:20])[F:19])=[CH:13][CH:12]=2)[CH:10]=1)=O)C.[H-].[Al+3].[Li+].[H-].[H-].[H-], predict the reaction product. (2) Given the reactants C(N(CC)CC)C.[C:8]1(/[CH:14]=[CH:15]/[S:16](Cl)(=[O:18])=[O:17])[CH:13]=[CH:12][CH:11]=[CH:10][CH:9]=1.[NH2:20][C:21]1[CH:33]=[C:32]([O:34][C:35]2[CH:40]=[CH:39][CH:38]=[CH:37][CH:36]=2)[CH:31]=[CH:30][C:22]=1[C:23]([O:25][C:26]([CH3:29])([CH3:28])[CH3:27])=[O:24].C(=O)([O-])O.[Na+], predict the reaction product. The product is: [O:34]([C:32]1[CH:31]=[CH:30][C:22]([C:23]([O:25][C:26]([CH3:29])([CH3:27])[CH3:28])=[O:24])=[C:21]([NH:20][S:16](/[CH:15]=[CH:14]/[C:8]2[CH:13]=[CH:12][CH:11]=[CH:10][CH:9]=2)(=[O:18])=[O:17])[CH:33]=1)[C:35]1[CH:36]=[CH:37][CH:38]=[CH:39][CH:40]=1. (3) The product is: [C:1]([O:5][C:6](=[O:23])[NH:7][C:8]1[CH:13]=[CH:12][C:11]([B:29]2[O:33][C:32]([CH3:35])([CH3:34])[C:31]([CH3:37])([CH3:36])[O:30]2)=[CH:10][C:9]=1[NH:15][C:16]([O:18][C:19]([CH3:22])([CH3:21])[CH3:20])=[O:17])([CH3:4])([CH3:3])[CH3:2]. Given the reactants [C:1]([O:5][C:6](=[O:23])[NH:7][C:8]1[CH:13]=[CH:12][C:11](Br)=[CH:10][C:9]=1[NH:15][C:16]([O:18][C:19]([CH3:22])([CH3:21])[CH3:20])=[O:17])([CH3:4])([CH3:3])[CH3:2].C([O-])(=O)C.[K+].[B:29]1([B:29]2[O:33][C:32]([CH3:35])([CH3:34])[C:31]([CH3:37])([CH3:36])[O:30]2)[O:33][C:32]([CH3:35])([CH3:34])[C:31]([CH3:37])([CH3:36])[O:30]1, predict the reaction product. (4) Given the reactants [Cl:1][C:2]1[CH:10]=[CH:9][C:5]([C:6](O)=[O:7])=[CH:4][C:3]=1[C:11]([F:14])([F:13])[F:12].C(Cl)(=O)C([Cl:18])=O.CN(C=O)C, predict the reaction product. The product is: [Cl:1][C:2]1[CH:10]=[CH:9][C:5]([C:6]([Cl:18])=[O:7])=[CH:4][C:3]=1[C:11]([F:14])([F:13])[F:12].